Dataset: Forward reaction prediction with 1.9M reactions from USPTO patents (1976-2016). Task: Predict the product of the given reaction. (1) Given the reactants [C:1]([N:4]1[C:13]2[C:8](=[CH:9][C:10]([C:14]3[N:18](COCC[Si](C)(C)C)[C:17]([CH3:27])=[N:16][CH:15]=3)=[CH:11][CH:12]=2)[CH:7]([NH:28][C:29]2[CH:34]=[CH:33][C:32]([Cl:35])=[CH:31][CH:30]=2)[CH2:6][CH:5]1[CH3:36])(=[O:3])[CH3:2].FC(F)(F)C(O)=O, predict the reaction product. The product is: [C:1]([N:4]1[C:13]2[C:8](=[CH:9][C:10]([C:14]3[N:18]=[C:17]([CH3:27])[NH:16][CH:15]=3)=[CH:11][CH:12]=2)[CH:7]([NH:28][C:29]2[CH:30]=[CH:31][C:32]([Cl:35])=[CH:33][CH:34]=2)[CH2:6][CH:5]1[CH3:36])(=[O:3])[CH3:2]. (2) Given the reactants [CH:1]([NH:4][C:5]1[C:14]([CH:15]=[O:16])=[CH:13][C:12]2[C:7](=[CH:8][CH:9]=[C:10]([O:17][CH3:18])[CH:11]=2)[N:6]=1)([CH3:3])[CH3:2], predict the reaction product. The product is: [CH:1]([NH:4][C:5]1[C:14]([CH2:15][OH:16])=[CH:13][C:12]2[C:7](=[CH:8][CH:9]=[C:10]([O:17][CH3:18])[CH:11]=2)[N:6]=1)([CH3:3])[CH3:2]. (3) The product is: [C:42]([O:46][C:47]([N:49]1[CH2:54][CH2:53][CH:52]([CH2:55][O:20][C:21]2[CH:30]=[C:29]3[C:24]([C:25](=[O:39])[N:26]([CH2:31][O:32][C:33](=[O:38])[C:34]([CH3:35])([CH3:36])[CH3:37])[CH:27]=[N:28]3)=[CH:23][C:22]=2[O:40][CH3:41])[CH2:51][CH2:50]1)=[O:48])([CH3:45])([CH3:43])[CH3:44]. Given the reactants C1(P(C2C=CC=CC=2)C2C=CC=CC=2)C=CC=CC=1.[OH:20][C:21]1[CH:30]=[C:29]2[C:24]([C:25](=[O:39])[N:26]([CH2:31][O:32][C:33](=[O:38])[C:34]([CH3:37])([CH3:36])[CH3:35])[CH:27]=[N:28]2)=[CH:23][C:22]=1[O:40][CH3:41].[C:42]([O:46][C:47]([N:49]1[CH2:54][CH2:53][CH:52]([CH2:55]O)[CH2:51][CH2:50]1)=[O:48])([CH3:45])([CH3:44])[CH3:43].N(C(OCC)=O)=NC(OCC)=O, predict the reaction product.